This data is from Forward reaction prediction with 1.9M reactions from USPTO patents (1976-2016). The task is: Predict the product of the given reaction. (1) Given the reactants [C:1]([CH2:3][C:4]1([N:15]2[CH:19]=[C:18]([C:20]3[CH:21]=[C:22]4[C:27](=[CH:28][N:29]=3)[CH2:26][N:25]([C:30]3[C:35]([F:36])=[C:34]([O:37][CH3:38])[CH:33]=[C:32]([O:39][CH3:40])[C:31]=3[F:41])[C:24](=[O:42])[C:23]34[CH2:44][CH2:43]3)[CH:17]=[N:16]2)[CH2:7][N:6](C(OC(C)(C)C)=O)[CH2:5]1)#[N:2].C(N(CC)CC)C.[C:52](Cl)(=[O:54])[CH3:53], predict the reaction product. The product is: [C:52]([N:6]1[CH2:5][C:4]([CH2:3][C:1]#[N:2])([N:15]2[CH:19]=[C:18]([C:20]3[CH:21]=[C:22]4[C:27](=[CH:28][N:29]=3)[CH2:26][N:25]([C:30]3[C:31]([F:41])=[C:32]([O:39][CH3:40])[CH:33]=[C:34]([O:37][CH3:38])[C:35]=3[F:36])[C:24](=[O:42])[C:23]34[CH2:44][CH2:43]3)[CH:17]=[N:16]2)[CH2:7]1)(=[O:54])[CH3:53]. (2) Given the reactants Br[C:2]1[CH:14]=[C:13]([Cl:15])[CH:12]=[CH:11][C:3]=1[O:4][CH:5]([CH3:10])[C:6]([O:8]C)=[O:7].[C:16]([C:18]1[CH:23]=[C:22]([S:24]([CH2:27][CH2:28][CH3:29])(=[O:26])=[O:25])[CH:21]=[CH:20][C:19]=1[F:30])#[CH:17].C1(P(C2C=CC=CC=2)C2C=CC=CC=2)C=CC=CC=1.Cl, predict the reaction product. The product is: [Cl:15][C:13]1[CH:12]=[CH:11][C:3]([O:4][CH:5]([CH3:10])[C:6]([OH:8])=[O:7])=[C:2]([C:17]#[C:16][C:18]2[CH:23]=[C:22]([S:24]([CH2:27][CH2:28][CH3:29])(=[O:26])=[O:25])[CH:21]=[CH:20][C:19]=2[F:30])[CH:14]=1. (3) Given the reactants [CH3:1][O:2][CH2:3][CH2:4][O:5][CH2:6][CH2:7][O:8][CH2:9][CH2:10][S:11][C:12]1[S:13][C:14](=S)[S:15][C:16]=1[S:17][CH2:18][CH2:19][O:20][CH2:21][CH2:22][O:23][CH2:24][CH2:25][O:26][CH3:27].[S:29]([N:39]1[CH:43]=[C:42]2[S:44][C:45](=O)[S:46][C:41]2=[CH:40]1)([C:32]1[CH:38]=[CH:37][C:35]([CH3:36])=[CH:34][CH:33]=1)(=[O:31])=[O:30], predict the reaction product. The product is: [CH3:27][O:26][CH2:25][CH2:24][O:23][CH2:22][CH2:21][O:20][CH2:19][CH2:18][S:17][C:16]1[S:15][C:14](=[C:45]2[S:44][C:42]3=[CH:43][N:39]([S:29]([C:32]4[CH:38]=[CH:37][C:35]([CH3:36])=[CH:34][CH:33]=4)(=[O:30])=[O:31])[CH:40]=[C:41]3[S:46]2)[S:13][C:12]=1[S:11][CH2:10][CH2:9][O:8][CH2:7][CH2:6][O:5][CH2:4][CH2:3][O:2][CH3:1].